Task: Predict the product of the given reaction.. Dataset: Forward reaction prediction with 1.9M reactions from USPTO patents (1976-2016) (1) Given the reactants [CH:1]([C:4]1[CH:5]=[N:6][C:7]2[C:12]([C:13]=1[C:14]1[CH:15]=[C:16]([OH:20])[CH:17]=[CH:18][CH:19]=1)=[CH:11][CH:10]=[CH:9][C:8]=2[C:21]([F:24])([F:23])[F:22])([CH3:3])[CH3:2].CN1CCOCC1.[CH3:32][S:33]([C:36]1[CH:37]=[C:38]([CH:42]=[CH:43][CH:44]=1)[C:39](Cl)=[O:40])(=[O:35])=[O:34].C([O-])(O)=O.[Na+], predict the reaction product. The product is: [CH3:32][S:33]([C:36]1[CH:37]=[C:38]([CH:42]=[CH:43][CH:44]=1)[C:39]([O:20][C:16]1[CH:17]=[CH:18][CH:19]=[C:14]([C:13]2[C:12]3[C:7](=[C:8]([C:21]([F:24])([F:22])[F:23])[CH:9]=[CH:10][CH:11]=3)[N:6]=[CH:5][C:4]=2[CH:1]([CH3:3])[CH3:2])[CH:15]=1)=[O:40])(=[O:34])=[O:35]. (2) Given the reactants CO[C:3](=[NH:11])[C:4]1[CH:9]=[CH:8][CH:7]=[CH:6][C:5]=1[OH:10].[F:12][C:13]1[CH:18]=[CH:17][CH:16]=[CH:15][C:14]=1[CH2:19][CH2:20][NH2:21].[C:22](OC)(=[O:27])[CH2:23][C:24]([CH3:26])=O, predict the reaction product. The product is: [F:12][C:13]1[CH:18]=[CH:17][CH:16]=[CH:15][C:14]=1[CH2:19][CH2:20][N:21]1[C:22](=[O:27])[CH:23]=[C:24]([CH3:26])[N:11]=[C:3]1[C:4]1[CH:9]=[CH:8][CH:7]=[CH:6][C:5]=1[OH:10]. (3) Given the reactants [C:1]([NH:4][C:5]1[C:10](=O)[NH:9][C:8]([C:12]2[CH:17]=[CH:16][CH:15]=[CH:14][CH:13]=2)=[N:7][CH:6]=1)(=[O:3])[CH3:2].C(N(CC)CC)C.P(Cl)(Cl)([Cl:27])=O.C(=O)([O-])O.[Na+], predict the reaction product. The product is: [C:1]([NH:4][C:5]1[C:10]([Cl:27])=[N:9][C:8]([C:12]2[CH:17]=[CH:16][CH:15]=[CH:14][CH:13]=2)=[N:7][CH:6]=1)(=[O:3])[CH3:2]. (4) Given the reactants [CH3:1][O:2][C:3]1[CH:8]=[CH:7][CH:6]=[C:5]([O:9][CH3:10])[C:4]=1[CH:11]1[NH:16][C:15](=[O:17])[CH2:14][CH2:13][CH2:12]1.Br[CH2:19][C:20]1[CH:25]=[CH:24][C:23]([Cl:26])=[CH:22][CH:21]=1, predict the reaction product. The product is: [Cl:26][C:23]1[CH:24]=[CH:25][C:20]([CH2:19][N:16]2[CH:11]([C:4]3[C:5]([O:9][CH3:10])=[CH:6][CH:7]=[CH:8][C:3]=3[O:2][CH3:1])[CH2:12][CH2:13][CH2:14][C:15]2=[O:17])=[CH:21][CH:22]=1. (5) Given the reactants [NH2:1][C:2]1[CH:3]=[C:4]([C:10]2[C:18]3[C:17]([NH:19][C@H:20]([C:22]4[N:27]([C:28]5[CH:33]=[CH:32][CH:31]=[CH:30][CH:29]=5)[C:26](=[O:34])[C:25]5=[C:35]([CH3:38])[CH:36]=[CH:37][N:24]5[N:23]=4)[CH3:21])=[N:16][CH:15]=[N:14][C:13]=3[N:12]([CH2:39][O:40][CH2:41][CH2:42][Si:43]([CH3:46])([CH3:45])[CH3:44])[CH:11]=2)[CH:5]=[C:6]([O:8][CH3:9])[CH:7]=1.N1C=CC=CC=1.[CH3:53][S:54](Cl)(=[O:56])=[O:55], predict the reaction product. The product is: [CH3:9][O:8][C:6]1[CH:7]=[C:2]([NH:1][S:54]([CH3:53])(=[O:56])=[O:55])[CH:3]=[C:4]([C:10]2[C:18]3[C:17]([NH:19][C@H:20]([C:22]4[N:27]([C:28]5[CH:33]=[CH:32][CH:31]=[CH:30][CH:29]=5)[C:26](=[O:34])[C:25]5=[C:35]([CH3:38])[CH:36]=[CH:37][N:24]5[N:23]=4)[CH3:21])=[N:16][CH:15]=[N:14][C:13]=3[N:12]([CH2:39][O:40][CH2:41][CH2:42][Si:43]([CH3:46])([CH3:45])[CH3:44])[CH:11]=2)[CH:5]=1.